This data is from Forward reaction prediction with 1.9M reactions from USPTO patents (1976-2016). The task is: Predict the product of the given reaction. (1) Given the reactants [C:1]([NH:5][C:6]1[N:10]2[CH:11]=[C:12]([C:15]([O-:17])=[O:16])[CH:13]=[CH:14][C:9]2=[N:8][CH:7]=1)([CH3:4])([CH3:3])[CH3:2].[Na+], predict the reaction product. The product is: [C:1]([NH:5][C:6]1[N:10]2[CH:11]=[C:12]([C:15]([OH:17])=[O:16])[CH:13]=[CH:14][C:9]2=[N:8][CH:7]=1)([CH3:4])([CH3:2])[CH3:3]. (2) Given the reactants [F:1][C:2]1[CH:3]=[C:4]([CH:35]=[CH:36][C:37]=1[F:38])[CH2:5][N:6]1[CH:11]=[CH:10][CH:9]=[C:8]([C:12]([NH:14][CH2:15][C:16]2[CH:17]=[C:18]([C:22]3[C:30]4[C:25](=[N:26][CH:27]=[C:28]([C:31]([OH:33])=O)[CH:29]=4)[NH:24][CH:23]=3)[CH:19]=[CH:20][CH:21]=2)=[O:13])[C:7]1=[O:34].[Cl-].[NH4+].F[P-](F)(F)(F)(F)F.C[N+:49](C)=C(N(C)C)ON1C2N=CC=CC=2N=N1.C(N(CC)C(C)C)(C)C.FC(F)(F)C(O)=O, predict the reaction product. The product is: [F:1][C:2]1[CH:3]=[C:4]([CH:35]=[CH:36][C:37]=1[F:38])[CH2:5][N:6]1[CH:11]=[CH:10][CH:9]=[C:8]([C:12]([NH:14][CH2:15][C:16]2[CH:17]=[C:18]([C:22]3[C:30]4[C:25](=[N:26][CH:27]=[C:28]([C:31]([NH2:49])=[O:33])[CH:29]=4)[NH:24][CH:23]=3)[CH:19]=[CH:20][CH:21]=2)=[O:13])[C:7]1=[O:34].